This data is from Forward reaction prediction with 1.9M reactions from USPTO patents (1976-2016). The task is: Predict the product of the given reaction. (1) Given the reactants [Cl:1][C:2]1[CH:7]=[CH:6][C:5]([O:8][CH2:9][C:10]2[CH:15]=[CH:14][CH:13]=[C:12]([O:16][CH3:17])[CH:11]=2)=[CH:4][C:3]=1[C:18]([NH:20][CH2:21][C:22]1[CH:31]=[CH:30][C:25]([C:26]([O:28]C)=[O:27])=[CH:24][CH:23]=1)=[O:19].[OH-].[Li+], predict the reaction product. The product is: [Cl:1][C:2]1[CH:7]=[CH:6][C:5]([O:8][CH2:9][C:10]2[CH:15]=[CH:14][CH:13]=[C:12]([O:16][CH3:17])[CH:11]=2)=[CH:4][C:3]=1[C:18]([NH:20][CH2:21][C:22]1[CH:23]=[CH:24][C:25]([C:26]([OH:28])=[O:27])=[CH:30][CH:31]=1)=[O:19]. (2) Given the reactants [CH3:1][C:2]1[CH:7]=[CH:6][C:5]([NH:8][C:9]2[CH:14]=[C:13]([N:15]3[CH2:20][CH2:19][CH2:18][CH2:17][CH2:16]3)[N:12]=[C:11]([N:21]3[CH2:26][CH2:25][NH:24][CH2:23][CH2:22]3)[N:10]=2)=[CH:4][CH:3]=1.Br[C:28]1[C:33]([CH3:34])=[CH:32][CH:31]=[CH:30][N:29]=1.CC(C)([O-])C.[Na+], predict the reaction product. The product is: [CH3:1][C:2]1[CH:3]=[CH:4][C:5]([NH:8][C:9]2[CH:14]=[C:13]([N:15]3[CH2:16][CH2:17][CH2:18][CH2:19][CH2:20]3)[N:12]=[C:11]([N:21]3[CH2:22][CH2:23][N:24]([C:28]4[C:33]([CH3:34])=[CH:32][CH:31]=[CH:30][N:29]=4)[CH2:25][CH2:26]3)[N:10]=2)=[CH:6][CH:7]=1. (3) Given the reactants [C:1]([CH:4]1[CH2:9][CH2:8][CH2:7][CH2:6][N:5]1[C:10]([O:12][C:13]([CH3:16])([CH3:15])[CH3:14])=[O:11])(=O)[NH2:2].COC1C=CC(P2(SP(C3C=CC(OC)=CC=3)(=S)S2)=[S:26])=CC=1.N#N, predict the reaction product. The product is: [C:1]([CH:4]1[CH2:9][CH2:8][CH2:7][CH2:6][N:5]1[C:10]([O:12][C:13]([CH3:16])([CH3:15])[CH3:14])=[O:11])(=[S:26])[NH2:2]. (4) Given the reactants [Cl:1][C:2]1[N:7]=[N:6][C:5]([C:8]23[CH2:15][N:12]([CH2:13][CH2:14]2)[CH2:11][CH2:10][CH2:9]3)=[CH:4][CH:3]=1.CS[C:18]1[S:22][C:21](B(O)O)=[CH:20][CH:19]=1.Cl.[CH3:27]C(O)C, predict the reaction product. The product is: [ClH:1].[CH3:27][C:18]1[S:22][C:21]([C:2]2[N:7]=[N:6][C:5]([C:8]34[CH2:15][N:12]([CH2:13][CH2:14]3)[CH2:11][CH2:10][CH2:9]4)=[CH:4][CH:3]=2)=[CH:20][CH:19]=1. (5) Given the reactants [I-].[CH3:2][S+](C)(C)=O.[H-].[Na+].[Br:9][C:10]1[CH:27]=[CH:26][C:13]([C:14]([CH2:16][N:17]2[C:25]3[C:20](=[CH:21][CH:22]=[CH:23][CH:24]=3)[CH:19]=[CH:18]2)=[O:15])=[CH:12][CH:11]=1, predict the reaction product. The product is: [Br:9][C:10]1[CH:27]=[CH:26][C:13]([C:14]2([CH2:16][N:17]3[C:25]4[C:20](=[CH:21][CH:22]=[CH:23][CH:24]=4)[CH:19]=[CH:18]3)[O:15][CH2:2]2)=[CH:12][CH:11]=1. (6) Given the reactants [Br:1][C:2]1[CH:3]=[C:4]([C@H:12]2[O:16][C:15](=[O:17])[NH:14][C@H:13]2[CH3:18])[CH:5]=[C:6]([C:8]([F:11])([F:10])[F:9])[CH:7]=1.[H-].[Na+].CS(O[CH2:26][C:27]1[C:32]([C:33]2[CH:38]=[C:37]([CH:39]([CH3:41])[CH3:40])[C:36]([F:42])=[CH:35][C:34]=2[O:43][CH3:44])=[CH:31][N:30]=[C:29]([S:45][CH3:46])[N:28]=1)(=O)=O, predict the reaction product. The product is: [Br:1][C:2]1[CH:3]=[C:4]([C@H:12]2[O:16][C:15](=[O:17])[N:14]([CH2:26][C:27]3[C:32]([C:33]4[CH:38]=[C:37]([CH:39]([CH3:41])[CH3:40])[C:36]([F:42])=[CH:35][C:34]=4[O:43][CH3:44])=[CH:31][N:30]=[C:29]([S:45][CH3:46])[N:28]=3)[C@H:13]2[CH3:18])[CH:5]=[C:6]([C:8]([F:9])([F:11])[F:10])[CH:7]=1. (7) The product is: [F:12][C:13]1[CH:14]=[C:15]([CH:37]=[CH:38][CH:39]=1)[CH2:16][C:17]1[CH:18]=[CH:19][C:20]([C:21]([NH:23][CH2:24][CH2:25][C:26]2[C:3]3[C:4](=[CH:6][C:7]([F:10])=[C:8]([F:9])[C:2]=3[F:1])[NH:5][C:27]=2[Si:28]([CH2:29][CH3:30])([CH2:31][CH3:32])[CH2:33][CH3:34])=[O:22])=[CH:35][CH:36]=1. Given the reactants [F:1][C:2]1[C:3](I)=[C:4]([CH:6]=[C:7]([F:10])[C:8]=1[F:9])[NH2:5].[F:12][C:13]1[CH:14]=[C:15]([CH:37]=[CH:38][CH:39]=1)[CH2:16][C:17]1[CH:36]=[CH:35][C:20]([C:21]([NH:23][CH2:24][CH2:25][C:26]#[C:27][Si:28]([CH2:33][CH3:34])([CH2:31][CH3:32])[CH2:29][CH3:30])=[O:22])=[CH:19][CH:18]=1.[Cl-].[Li+].C(=O)([O-])[O-].[Na+].[Na+], predict the reaction product. (8) Given the reactants [N+:1]([C:4]1[CH:5]=[CH:6][C:7]([O:10][C:11]2[CH:19]=[CH:18][CH:17]=[C:16]3[C:12]=2[CH:13]=[CH:14][N:15]3[CH2:20][C:21]([OH:23])=O)=[N:8][CH:9]=1)([O-:3])=[O:2].[O:24]1[C:28]2[CH:29]=[CH:30][C:31]([N:33]3[CH2:38][CH2:37][NH:36][CH2:35][CH:34]3C)=[CH:32][C:27]=2[O:26][CH2:25]1.Cl.[CH2:41](N=C=NCCCN(C)C)C, predict the reaction product. The product is: [O:26]1[C:27]2[CH:32]=[CH:41][C:30]([CH2:31][N:33]3[CH2:34][CH2:35][N:36]([C:21](=[O:23])[CH2:20][N:15]4[C:16]5[C:12](=[C:11]([O:10][C:7]6[CH:6]=[CH:5][C:4]([N+:1]([O-:3])=[O:2])=[CH:9][N:8]=6)[CH:19]=[CH:18][CH:17]=5)[CH:13]=[CH:14]4)[CH2:37][CH2:38]3)=[CH:29][C:28]=2[O:24][CH2:25]1.